Dataset: Forward reaction prediction with 1.9M reactions from USPTO patents (1976-2016). Task: Predict the product of the given reaction. (1) Given the reactants [CH3:1][N:2]1[CH2:6][C@@H:5]2[N:7]([C:10]3[C:15]([N+:16]([O-])=O)=[CH:14][C:13]([NH:19][C:20]4[N:25]=[C:24]([C:26]5[CH:27]=[N:28][N:29]6[CH:34]=[CH:33][CH:32]=[CH:31][C:30]=56)[C:23]([Cl:35])=[CH:22][N:21]=4)=[C:12]([O:36][CH3:37])[CH:11]=3)[CH2:8][CH2:9][C@@H:4]2[CH2:3]1.[NH4+].[Cl-], predict the reaction product. The product is: [CH3:1][N:2]1[CH2:6][C@@H:5]2[N:7]([C:10]3[CH:11]=[C:12]([O:36][CH3:37])[C:13]([NH:19][C:20]4[N:25]=[C:24]([C:26]5[CH:27]=[N:28][N:29]6[CH:34]=[CH:33][CH:32]=[CH:31][C:30]=56)[C:23]([Cl:35])=[CH:22][N:21]=4)=[CH:14][C:15]=3[NH2:16])[CH2:8][CH2:9][C@@H:4]2[CH2:3]1. (2) Given the reactants [H-].[Na+].[Cl:3][C:4]1[CH:12]=[C:11]2[C:7]([CH:8]=[CH:9][NH:10]2)=[CH:6][CH:5]=1.[C:13](O[C:13]([O:15][C:16]([CH3:19])([CH3:18])[CH3:17])=[O:14])([O:15][C:16]([CH3:19])([CH3:18])[CH3:17])=[O:14], predict the reaction product. The product is: [C:16]([O:15][C:13]([N:10]1[C:11]2[C:7](=[CH:6][CH:5]=[C:4]([Cl:3])[CH:12]=2)[CH:8]=[CH:9]1)=[O:14])([CH3:19])([CH3:18])[CH3:17].